From a dataset of Reaction yield outcomes from USPTO patents with 853,638 reactions. Predict the reaction yield, written as a fraction of the theoretical maximum amount of product (1.0 means a 100% yield; for example, 0.34 means a 34% yield). (1) The product is [CH3:29][C:25]1[CH:24]=[C:23]([N:21]2[C:5]([C:7]3[C:12](=[O:13])[CH:11]=[CH:10][N:9]([C:14]4[CH:19]=[CH:18][CH:17]=[CH:16][CH:15]=4)[N:8]=3)=[CH:4][CH:3]=[N:2]2)[CH:28]=[CH:27][N:26]=1. No catalyst specified. The yield is 0.370. The reactants are C[N:2](C)/[CH:3]=[CH:4]/[C:5]([C:7]1[C:12](=[O:13])[CH:11]=[CH:10][N:9]([C:14]2[CH:19]=[CH:18][CH:17]=[CH:16][CH:15]=2)[N:8]=1)=O.[NH:21]([C:23]1[CH:28]=[CH:27][N:26]=[C:25]([CH3:29])[CH:24]=1)N. (2) The reactants are [Cl:1][C:2]1[CH:10]=[CH:9][C:5]([C:6](Cl)=[O:7])=[CH:4][CH:3]=1.[NH2:11][C:12]1[CH:13]=[C:14]([C:18]2[C:22]([Br:23])=[CH:21][N:20]([CH3:24])[N:19]=2)[CH:15]=[CH:16][CH:17]=1.C(N(CC)CC)C. The catalyst is C(Cl)Cl. The product is [Br:23][C:22]1[C:18]([C:14]2[CH:13]=[C:12]([NH:11][C:6]([C:5]3[CH:9]=[CH:10][C:2]([Cl:1])=[CH:3][CH:4]=3)=[O:7])[CH:17]=[CH:16][CH:15]=2)=[N:19][N:20]([CH3:24])[CH:21]=1. The yield is 0.720. (3) The reactants are [CH3:1][C:2]([CH3:19])([CH3:18])[C:3]#[C:4][C:5]1[C:10]([F:11])=[CH:9][CH:8]=[CH:7][C:6]=1[NH:12]C(=O)CCC.CC([O-])(C)C.[K+].O. The catalyst is CN(C=O)C. The product is [C:2]([C:3]1[NH:12][C:6]2[C:5]([CH:4]=1)=[C:10]([F:11])[CH:9]=[CH:8][CH:7]=2)([CH3:19])([CH3:18])[CH3:1]. The yield is 0.970. (4) The reactants are [NH2:1][C:2]1[CH:3]=[C:4]([OH:8])[CH:5]=[CH:6][CH:7]=1.[CH:9](O)([CH3:11])[CH3:10].C1(P(C2C=CC=CC=2)C2C=CC=CC=2)C=CC=CC=1.CCOC(/N=N/C(OCC)=O)=O. The catalyst is C1COCC1. The product is [CH:9]([O:8][C:4]1[CH:3]=[C:2]([NH2:1])[CH:7]=[CH:6][CH:5]=1)([CH3:11])[CH3:10]. The yield is 0.640.